From a dataset of Forward reaction prediction with 1.9M reactions from USPTO patents (1976-2016). Predict the product of the given reaction. (1) Given the reactants C(O[K])(C)(C)C.C1OCCOCCOCCOCCOCCOC1.[CH3:25][N:26]([CH2:28][CH2:29][C@H:30]([O:36][C:37]1[C:46]2[C:41](=[CH:42][CH:43]=[CH:44][CH:45]=2)[CH:40]=[CH:39][CH:38]=1)[C:31]1[S:32][CH:33]=[CH:34][CH:35]=1)[CH3:27], predict the reaction product. The product is: [CH3:25][N:26]([CH2:28][CH2:29][CH:30]([O:36][C:37]1[C:46]2[C:41](=[CH:42][CH:43]=[CH:44][CH:45]=2)[CH:40]=[CH:39][CH:38]=1)[C:31]1[S:32][CH:33]=[CH:34][CH:35]=1)[CH3:27]. (2) Given the reactants [F:1][C:2]1[CH:3]=[C:4]([CH2:9][C@@H:10]([C:25]2[C:30]([C:31]3[CH:32]=[C:33]([CH:37]=[CH:38][CH:39]=3)[C:34]([NH2:36])=[O:35])=[CH:29][CH:28]=[CH:27][N:26]=2)[NH:11][C:12](=[O:24])[CH2:13][C:14]2[C:22]3[C:17](=[CH:18][CH:19]=[C:20]([F:23])[CH:21]=3)[NH:16][CH:15]=2)[CH:5]=[C:6]([F:8])[CH:7]=1.F[C:41](F)(F)C(O)=O.N[C@H](C1C(C2C=C(C=CC=2)C(N)=O)=CC=CN=1)CC1C=C(F)C=C(F)C=1.FC1C=C2C(=CC=1)NC(C)=C2CC(O)=O, predict the reaction product. The product is: [F:1][C:2]1[CH:3]=[C:4]([CH2:9][C@@H:10]([C:25]2[C:30]([C:31]3[CH:32]=[C:33]([CH:37]=[CH:38][CH:39]=3)[C:34]([NH2:36])=[O:35])=[CH:29][CH:28]=[CH:27][N:26]=2)[NH:11][C:12](=[O:24])[CH2:13][C:14]2[C:22]3[C:17](=[CH:18][CH:19]=[C:20]([F:23])[CH:21]=3)[NH:16][C:15]=2[CH3:41])[CH:5]=[C:6]([F:8])[CH:7]=1. (3) The product is: [C:1]([C:3]1[C:4]([N:18]2[CH2:23][CH2:22][N:21]([C:25]([NH:24][CH2:27][C:28]3[CH:33]=[CH:32][C:31]([CH3:34])=[CH:30][CH:29]=3)=[O:26])[CH2:20][CH2:19]2)=[N:5][C:6]([C:14]([F:15])([F:17])[F:16])=[C:7]([CH:13]=1)[C:8]([O:10][CH2:11][CH3:12])=[O:9])#[N:2]. Given the reactants [C:1]([C:3]1[C:4]([N:18]2[CH2:23][CH2:22][NH:21][CH2:20][CH2:19]2)=[N:5][C:6]([C:14]([F:17])([F:16])[F:15])=[C:7]([CH:13]=1)[C:8]([O:10][CH2:11][CH3:12])=[O:9])#[N:2].[N:24]([CH2:27][C:28]1[CH:33]=[CH:32][C:31]([CH3:34])=[CH:30][CH:29]=1)=[C:25]=[O:26], predict the reaction product. (4) Given the reactants C1C=CC2N(O)N=NC=2C=1.CCN(C(C)C)C(C)C.[Br:20][C:21]1[CH:29]=[CH:28][CH:27]=[CH:26][C:22]=1[C:23]([OH:25])=O.CCN=C=NCCCN(C)C.Cl.[C:42]([O:46][C:47]([N:49]1[CH2:54][CH2:53][NH:52][CH2:51][CH2:50]1)=[O:48])([CH3:45])([CH3:44])[CH3:43], predict the reaction product. The product is: [C:42]([O:46][C:47]([N:49]1[CH2:54][CH2:53][N:52]([C:23](=[O:25])[C:22]2[CH:26]=[CH:27][CH:28]=[CH:29][C:21]=2[Br:20])[CH2:51][CH2:50]1)=[O:48])([CH3:45])([CH3:43])[CH3:44]. (5) Given the reactants C([O:5][C:6]1[N:18]=[C:17]([C:19]2[CH:20]=[C:21]3[C:25](=[CH:26][CH:27]=2)[N:24]([CH3:28])[CH:23]=[CH:22]3)[C:16]([Cl:29])=[C:15]([O:30]C(C)(C)C)[C:7]=1[C:8]([O:10]C(C)(C)C)=[O:9])(C)(C)C.Cl.O1CCOCC1, predict the reaction product. The product is: [Cl:29][C:16]1[C:15]([OH:30])=[C:7]([C:8]([OH:10])=[O:9])[C:6](=[O:5])[NH:18][C:17]=1[C:19]1[CH:20]=[C:21]2[C:25](=[CH:26][CH:27]=1)[N:24]([CH3:28])[CH:23]=[CH:22]2. (6) Given the reactants [I:1][C:2]1[CH:3]=[N:4][NH:5][CH:6]=1.CS(O[CH:12]1[CH2:27][CH2:26][C:15]2([CH2:18][N:17]([C:19]([O:21][C:22]([CH3:25])([CH3:24])[CH3:23])=[O:20])[CH2:16]2)[CH2:14][CH2:13]1)(=O)=O.C([O-])([O-])=O.[Cs+].[Cs+], predict the reaction product. The product is: [I:1][C:2]1[CH:3]=[N:4][N:5]([CH:12]2[CH2:27][CH2:26][C:15]3([CH2:18][N:17]([C:19]([O:21][C:22]([CH3:23])([CH3:24])[CH3:25])=[O:20])[CH2:16]3)[CH2:14][CH2:13]2)[CH:6]=1. (7) Given the reactants [NH2:1][C:2]1[C:3](=[O:10])[C:4]([OH:9])=[CH:5][C:6](=[O:8])[CH:7]=1.C1C(C(O)=O)=C[C@@H](O)[C@@H](O)[C@@H]1N.P(OC[C@@H](O)[C@@H](O)C=O)(O)(O)=O.C(C(C(O)=O)=O)[C@@H](O)[C@H](O)[C@H](O)COP(O)(O)=O.P(OC[C@@H](O)[C@@H](O)[C@H](N)CC(=O)C(O)=O)(O)(O)=O.C=C(OP(O)(O)=O)C(O)=O.NC1C=C(C=C(O)C=1)C(O)=O.NC1C(O)=C(C=C(O)C=1)C(O)=O, predict the reaction product. The product is: [NH2:1][C:2]1[CH:7]=[C:6]([OH:8])[CH:5]=[C:4]([OH:9])[C:3]=1[OH:10].